Dataset: Forward reaction prediction with 1.9M reactions from USPTO patents (1976-2016). Task: Predict the product of the given reaction. (1) Given the reactants [N+:1]([C:4]1[CH:19]=[CH:18][C:7]([O:8][CH:9]2[CH2:14][CH2:13][N:12]([CH:15]([OH:17])[CH3:16])[CH2:11][CH2:10]2)=[CH:6][CH:5]=1)([O-])=O, predict the reaction product. The product is: [NH2:1][C:4]1[CH:19]=[CH:18][C:7]([O:8][CH:9]2[CH2:10][CH2:11][N:12]([CH:15]([OH:17])[CH3:16])[CH2:13][CH2:14]2)=[CH:6][CH:5]=1. (2) Given the reactants [Cl:1][C:2]1[CH:3]=[CH:4][C:5]2[C:11]3[N:12](CC4C=CC(OC)=CC=4OC)[C:13](=[O:21])[C:14]([C:17]([O:19]C)=[O:18])=[C:15]([OH:16])[C:10]=3[CH2:9][CH2:8][CH2:7][C:6]=2[CH:33]=1.[CH3:34][N:35]([CH3:39])[CH2:36][CH2:37][NH2:38], predict the reaction product. The product is: [ClH:1].[CH3:34][N:35]([CH3:39])[CH2:36][CH2:37][NH:38][C:2]1[CH:3]=[CH:4][C:5]2[C:11]3[NH:12][C:13](=[O:21])[C:14]([C:17]([OH:19])=[O:18])=[C:15]([OH:16])[C:10]=3[CH2:9][CH2:8][CH2:7][C:6]=2[CH:33]=1. (3) Given the reactants B(Br)(Br)Br.CC1(C)[O:10][C@H:9]2[CH2:11][S:12][C@@H:13]([CH2:14][CH2:15][CH2:16][CH2:17][C:18]([O:20]CC3C=CC=CC=3)=[O:19])[C@H:8]2[O:7]1, predict the reaction product. The product is: [OH:7][C@H:8]1[C@@H:9]([OH:10])[CH2:11][S:12][C@H:13]1[CH2:14][CH2:15][CH2:16][CH2:17][C:18]([OH:20])=[O:19].